Dataset: Catalyst prediction with 721,799 reactions and 888 catalyst types from USPTO. Task: Predict which catalyst facilitates the given reaction. Reactant: Br[C:2]1[CH:3]=[C:4]([CH:9]=[CH:10][C:11]=1[OH:12])[C:5]([O:7][CH3:8])=[O:6].[C:13]([Cu])#[N:14]. Product: [C:13]([C:2]1[CH:3]=[C:4]([CH:9]=[CH:10][C:11]=1[OH:12])[C:5]([O:7][CH3:8])=[O:6])#[N:14]. The catalyst class is: 179.